This data is from Full USPTO retrosynthesis dataset with 1.9M reactions from patents (1976-2016). The task is: Predict the reactants needed to synthesize the given product. (1) Given the product [Cl:54][C:55]1[CH:60]=[CH:59][C:58]([NH:61][C:62](=[O:63])[NH:32][C:33]2[CH:34]=[CH:35][C:36]([C:39]3[S:43][C:42]([CH:44]4[CH2:45][CH2:46][CH:47]([C:50]([O:52][CH3:53])=[O:51])[CH2:48][CH2:49]4)=[N:41][CH:40]=3)=[CH:37][CH:38]=2)=[C:57]([C:64]([F:65])([F:66])[F:67])[CH:56]=1, predict the reactants needed to synthesize it. The reactants are: FC(F)(F)C1C=C(NC(=O)NC2C=CC(C3SC(CCC(OC)=O)=NC=3)=CC=2)C=CC=1.[NH2:32][C:33]1[CH:38]=[CH:37][C:36]([C:39]2[S:43][C:42]([CH:44]3[CH2:49][CH2:48][CH:47]([C:50]([O:52][CH3:53])=[O:51])[CH2:46][CH2:45]3)=[N:41][CH:40]=2)=[CH:35][CH:34]=1.[Cl:54][C:55]1[CH:60]=[CH:59][C:58]([N:61]=[C:62]=[O:63])=[C:57]([C:64]([F:67])([F:66])[F:65])[CH:56]=1. (2) Given the product [C:20]([CH2:12][C:10]1[CH:9]=[C:8]([C:14]([O:16][CH2:17][CH3:18])=[O:15])[CH:7]=[C:6]([C:4]([O:3][CH2:1][CH3:2])=[O:5])[CH:11]=1)#[N:24], predict the reactants needed to synthesize it. The reactants are: [CH2:1]([O:3][C:4]([C:6]1[CH:11]=[C:10]([CH2:12]Br)[CH:9]=[C:8]([C:14]([O:16][CH2:17][CH3:18])=[O:15])[CH:7]=1)=[O:5])[CH3:2].[F-].[CH2:20]([N+:24](CCCC)(CCCC)CCCC)CCC. (3) Given the product [C:27]([OH:39])(=[O:26])[CH3:29].[Cl:37][C:30]1[C:31]([F:36])=[CH:32][CH:33]=[C:34]([Cl:35])[C:29]=1[C@H:27]([O:26][C:21]1[C:22]([NH2:25])=[N:23][CH:24]=[C:19]([C:17]2[CH:16]=[N:15][N:14]([CH:11]3[CH2:12][CH2:13][NH:8][CH2:9][CH2:10]3)[CH:18]=2)[N:20]=1)[CH3:28], predict the reactants needed to synthesize it. The reactants are: C(OC([N:8]1[CH2:13][CH2:12][CH:11]([N:14]2[CH:18]=[C:17]([C:19]3[CH:24]=[N:23][C:22]([NH2:25])=[C:21]([O:26][CH:27]([C:29]4[C:34]([Cl:35])=[CH:33][CH:32]=[C:31]([F:36])[C:30]=4[Cl:37])[CH3:28])[N:20]=3)[CH:16]=[N:15]2)[CH2:10][CH2:9]1)=O)(C)(C)C.Cl.[O:39]1CCOCC1. (4) The reactants are: [CH2:1]([C:3]1[C:11]([N:12]([CH2:18][CH2:19][CH2:20][F:21])[C:13](=O)[CH2:14][O:15][CH3:16])=[C:6]2[CH:7]=[CH:8][CH:9]=[CH:10][N:5]2[N:4]=1)[CH3:2].C(OCC)(=O)C.CCCCCC. Given the product [CH2:1]([C:3]1[C:11]([N:12]([CH2:18][CH2:19][CH2:20][F:21])[CH2:13][CH2:14][O:15][CH3:16])=[C:6]2[CH:7]=[CH:8][CH:9]=[CH:10][N:5]2[N:4]=1)[CH3:2], predict the reactants needed to synthesize it. (5) Given the product [CH3:20][C:10]1[CH:15]=[CH:14][C:13]([S:16]([O:1][CH2:2][CH:3]2[CH2:7][CH2:6][S:5](=[O:9])(=[O:8])[CH2:4]2)(=[O:18])=[O:17])=[CH:12][CH:11]=1, predict the reactants needed to synthesize it. The reactants are: [OH:1][CH2:2][CH:3]1[CH2:7][CH2:6][S:5](=[O:9])(=[O:8])[CH2:4]1.[C:10]1([CH3:20])[CH:15]=[CH:14][C:13]([S:16](Cl)(=[O:18])=[O:17])=[CH:12][CH:11]=1.C(N(CC)CC)C. (6) Given the product [F:15][C:16]1[CH:25]=[C:24]2[C:19]([CH:20]=[CH:21][C:22](=[O:26])[NH:23]2)=[CH:18][CH:17]=1, predict the reactants needed to synthesize it. The reactants are: C(C1C(=O)C(Cl)=C(Cl)C(=O)C=1C#N)#N.[F:15][C:16]1[CH:25]=[C:24]2[C:19]([CH2:20][CH2:21][C:22](=[O:26])[NH:23]2)=[CH:18][CH:17]=1. (7) Given the product [F:27][C:25]1[CH:24]=[CH:23][C:21]2[N:22]=[C:18]([NH:17][C:14]3[CH:13]=[CH:12][C:11]([C:8]4[CH:7]=[C:6]([C:4]([NH2:28])=[O:3])[O:10][N:9]=4)=[CH:16][CH:15]=3)[S:19][C:20]=2[CH:26]=1, predict the reactants needed to synthesize it. The reactants are: C([O:3][C:4]([C:6]1[O:10][N:9]=[C:8]([C:11]2[CH:16]=[CH:15][C:14]([NH:17][C:18]3[S:19][C:20]4[CH:26]=[C:25]([F:27])[CH:24]=[CH:23][C:21]=4[N:22]=3)=[CH:13][CH:12]=2)[CH:7]=1)=O)C.[NH3:28]. (8) Given the product [NH2:1][C:2]1[C:7]([C:8]([C:10]2[CH:11]=[CH:12][C:13]([Cl:16])=[CH:14][CH:15]=2)=[O:9])=[CH:6][N:5]=[C:4]([NH:38][CH:35]2[CH2:36][CH2:37][N:32]([S:29]([CH3:28])(=[O:31])=[O:30])[CH2:33][CH2:34]2)[N:3]=1, predict the reactants needed to synthesize it. The reactants are: [NH2:1][C:2]1[C:7]([C:8]([C:10]2[CH:15]=[CH:14][C:13]([Cl:16])=[CH:12][CH:11]=2)=[O:9])=[CH:6][N:5]=[C:4](S(CC)=O)[N:3]=1.FC(F)(F)C(O)=O.[CH3:28][S:29]([N:32]1[CH2:37][CH2:36][CH:35]([NH2:38])[CH2:34][CH2:33]1)(=[O:31])=[O:30].